Dataset: Catalyst prediction with 721,799 reactions and 888 catalyst types from USPTO. Task: Predict which catalyst facilitates the given reaction. (1) Reactant: [NH:1]1[CH2:4][CH:3]([N:5]2[C:9]([C:10]3[CH:15]=[CH:14][N:13]=[C:12]([NH2:16])[N:11]=3)=[C:8]([C:17]3[CH:22]=[CH:21][C:20]([F:23])=[CH:19][CH:18]=3)[N:7]=[CH:6]2)[CH2:2]1.[N:24]1[CH:29]=[CH:28][CH:27]=[N:26][C:25]=1[CH:30]=O.C(N(CC)CC)C.C(O)(=O)C.C(O[BH-](OC(=O)C)OC(=O)C)(=O)C.[Na+]. Product: [F:23][C:20]1[CH:21]=[CH:22][C:17]([C:8]2[N:7]=[CH:6][N:5]([CH:3]3[CH2:2][N:1]([CH2:30][C:25]4[N:26]=[CH:27][CH:28]=[CH:29][N:24]=4)[CH2:4]3)[C:9]=2[C:10]2[CH:15]=[CH:14][N:13]=[C:12]([NH2:16])[N:11]=2)=[CH:18][CH:19]=1. The catalyst class is: 26. (2) Reactant: F[C:2]1[CH:9]=[CH:8][C:7]([C:10](=[O:12])[CH3:11])=[CH:6][C:3]=1[CH:4]=O.[C:13]([O:17][CH3:18])(=[O:16])[CH2:14][SH:15].C(=O)([O-])[O-].[K+].[K+].CN(C)C=O. Product: [C:10]([C:7]1[CH:8]=[CH:9][C:2]2[S:15][C:14]([C:13]([O:17][CH3:18])=[O:16])=[CH:4][C:3]=2[CH:6]=1)(=[O:12])[CH3:11]. The catalyst class is: 6.